From a dataset of Drug-target binding data from BindingDB using IC50 measurements. Regression. Given a target protein amino acid sequence and a drug SMILES string, predict the binding affinity score between them. We predict pIC50 (pIC50 = -log10(IC50 in M); higher means more potent). Dataset: bindingdb_ic50. The drug is Cc1cc(Cl)cc(COC(=O)N2CCC(NC(=O)CCCc3c[nH]nn3)CC2)c1. The target protein (Q99700) has sequence MRSAAAAPRSPAVATESRRFAAARWPGWRSLQRPARRSGRGGGGAAPGPYPSAAPPPPGPGPPPSRQSSPPSASDCFGSNGNGGGAFRPGSRRLLGLGGPPRPFVVLLLPLASPGAPPAAPTRASPLGARASPPRSGVSLARPAPGCPRPACEPVYGPLTMSLKPQQQQQQQQQQQQQQQQQQQQQQQPPPAAANVRKPGGSGLLASPAAAPSPSSSSVSSSSATAPSSVVAATSGGGRPGLGRGRNSNKGLPQSTISFDGIYANMRMVHILTSVVGSKCEVQVKNGGIYEGVFKTYSPKCDLVLDAAHEKSTESSSGPKREEIMESILFKCSDFVVVQFKDMDSSYAKRDAFTDSAISAKVNGEHKEKDLEPWDAGELTANEELEALENDVSNGWDPNDMFRYNEENYGVVSTYDSSLSSYTVPLERDNSEEFLKREARANQLAEEIESSAQYKARVALENDDRSEEEKYTAVQRNSSEREGHSINTRENKYIPPGQRN.... The pIC50 is 8.0.